From a dataset of Forward reaction prediction with 1.9M reactions from USPTO patents (1976-2016). Predict the product of the given reaction. Given the reactants [C:1]([C:3]1[CH:4]=[N:5][NH:6][C:7]=1[C:8]1[CH:9]=[C:10]([CH:14]=[CH:15][C:16]=1[CH3:17])[C:11]([OH:13])=[O:12])#[N:2].I[C:19]1NN=C(C)C=1C#N.IC1C(C#N)=CNN=1, predict the reaction product. The product is: [C:1]([C:3]1[C:4]([CH3:19])=[N:5][NH:6][C:7]=1[C:8]1[CH:9]=[C:10]([CH:14]=[CH:15][C:16]=1[CH3:17])[C:11]([OH:13])=[O:12])#[N:2].